From a dataset of Catalyst prediction with 721,799 reactions and 888 catalyst types from USPTO. Predict which catalyst facilitates the given reaction. Reactant: Cl.[F:2][C:3]1[CH:8]=[CH:7][C:6]([CH:9]([C:17]2[CH:22]=[CH:21][C:20]([F:23])=[CH:19][CH:18]=2)[CH:10]2[C:15](=[O:16])[CH2:14][CH2:13][NH:12][CH2:11]2)=[CH:5][CH:4]=1.[C:24]([C:28]1[C:29]([O:40][CH3:41])=[C:30]([CH:33]=[C:34]([C:36]([CH3:39])([CH3:38])[CH3:37])[CH:35]=1)[CH2:31]O)([CH3:27])([CH3:26])[CH3:25].C(N(C(C)C)CC)(C)C.ClCCl. Product: [F:2][C:3]1[CH:8]=[CH:7][C:6]([CH:9]([C:17]2[CH:18]=[CH:19][C:20]([F:23])=[CH:21][CH:22]=2)[CH:10]2[C:15](=[O:16])[CH2:14][CH2:13][N:12]([CH2:31][C:30]3[CH:33]=[C:34]([C:36]([CH3:39])([CH3:37])[CH3:38])[CH:35]=[C:28]([C:24]([CH3:27])([CH3:26])[CH3:25])[C:29]=3[O:40][CH3:41])[CH2:11]2)=[CH:5][CH:4]=1. The catalyst class is: 6.